Regression. Given two drug SMILES strings and cell line genomic features, predict the synergy score measuring deviation from expected non-interaction effect. From a dataset of NCI-60 drug combinations with 297,098 pairs across 59 cell lines. (1) Drug 1: CNC(=O)C1=CC=CC=C1SC2=CC3=C(C=C2)C(=NN3)C=CC4=CC=CC=N4. Drug 2: C1=CN(C(=O)N=C1N)C2C(C(C(O2)CO)O)O.Cl. Cell line: HCC-2998. Synergy scores: CSS=27.4, Synergy_ZIP=-3.32, Synergy_Bliss=-0.471, Synergy_Loewe=-10.3, Synergy_HSA=0.580. (2) Drug 1: CCCS(=O)(=O)NC1=C(C(=C(C=C1)F)C(=O)C2=CNC3=C2C=C(C=N3)C4=CC=C(C=C4)Cl)F. Drug 2: CN(CC1=CN=C2C(=N1)C(=NC(=N2)N)N)C3=CC=C(C=C3)C(=O)NC(CCC(=O)O)C(=O)O. Cell line: HCT-15. Synergy scores: CSS=44.8, Synergy_ZIP=3.41, Synergy_Bliss=-0.337, Synergy_Loewe=-36.2, Synergy_HSA=-1.98. (3) Cell line: HL-60(TB). Synergy scores: CSS=-5.13, Synergy_ZIP=1.24, Synergy_Bliss=0.315, Synergy_Loewe=-5.25, Synergy_HSA=-4.74. Drug 2: CCN(CC)CCNC(=O)C1=C(NC(=C1C)C=C2C3=C(C=CC(=C3)F)NC2=O)C. Drug 1: CC1CCC2CC(C(=CC=CC=CC(CC(C(=O)C(C(C(=CC(C(=O)CC(OC(=O)C3CCCCN3C(=O)C(=O)C1(O2)O)C(C)CC4CCC(C(C4)OC)O)C)C)O)OC)C)C)C)OC. (4) Drug 1: CC1C(C(=O)NC(C(=O)N2CCCC2C(=O)N(CC(=O)N(C(C(=O)O1)C(C)C)C)C)C(C)C)NC(=O)C3=C4C(=C(C=C3)C)OC5=C(C(=O)C(=C(C5=N4)C(=O)NC6C(OC(=O)C(N(C(=O)CN(C(=O)C7CCCN7C(=O)C(NC6=O)C(C)C)C)C)C(C)C)C)N)C. Drug 2: C1CN1C2=NC(=NC(=N2)N3CC3)N4CC4. Cell line: HCC-2998. Synergy scores: CSS=31.1, Synergy_ZIP=-1.51, Synergy_Bliss=2.79, Synergy_Loewe=4.40, Synergy_HSA=4.80. (5) Drug 1: CCC1(C2=C(COC1=O)C(=O)N3CC4=CC5=C(C=CC(=C5CN(C)C)O)N=C4C3=C2)O.Cl. Drug 2: CC1C(C(CC(O1)OC2CC(CC3=C2C(=C4C(=C3O)C(=O)C5=CC=CC=C5C4=O)O)(C(=O)C)O)N)O. Cell line: OVCAR-5. Synergy scores: CSS=34.3, Synergy_ZIP=-6.28, Synergy_Bliss=-8.56, Synergy_Loewe=-6.14, Synergy_HSA=-4.13. (6) Drug 1: CN1CCC(CC1)COC2=C(C=C3C(=C2)N=CN=C3NC4=C(C=C(C=C4)Br)F)OC. Drug 2: C1=NC2=C(N1)C(=S)N=CN2. Cell line: NCI/ADR-RES. Synergy scores: CSS=7.66, Synergy_ZIP=-9.59, Synergy_Bliss=-18.0, Synergy_Loewe=-22.5, Synergy_HSA=-16.7. (7) Drug 1: CS(=O)(=O)C1=CC(=C(C=C1)C(=O)NC2=CC(=C(C=C2)Cl)C3=CC=CC=N3)Cl. Drug 2: CC1=C(N=C(N=C1N)C(CC(=O)N)NCC(C(=O)N)N)C(=O)NC(C(C2=CN=CN2)OC3C(C(C(C(O3)CO)O)O)OC4C(C(C(C(O4)CO)O)OC(=O)N)O)C(=O)NC(C)C(C(C)C(=O)NC(C(C)O)C(=O)NCCC5=NC(=CS5)C6=NC(=CS6)C(=O)NCCC[S+](C)C)O. Cell line: SF-539. Synergy scores: CSS=0.239, Synergy_ZIP=-6.03, Synergy_Bliss=-12.5, Synergy_Loewe=-20.8, Synergy_HSA=-11.4.